From a dataset of Reaction yield outcomes from USPTO patents with 853,638 reactions. Predict the reaction yield, written as a fraction of the theoretical maximum amount of product (1.0 means a 100% yield; for example, 0.34 means a 34% yield). (1) The reactants are Br[C:2]1[CH:7]=[CH:6][CH:5]=[C:4]([N+:8]([O-:10])=[O:9])[C:3]=1[OH:11].C1(P(C2CCCCC2)C2C=CC=CC=2C2C(C(C)C)=CC(C(C)C)=CC=2C(C)C)CCCCC1.C(=O)([O-])[O-].[Cs+].[Cs+].[C:52]([C:56]#[CH:57])([CH3:55])([CH3:54])[CH3:53]. The catalyst is [Pd](Cl)Cl.C(#N)C.C(#N)C.C(#N)C. The product is [C:52]([C:56]1[O:11][C:3]2[C:4]([N+:8]([O-:10])=[O:9])=[CH:5][CH:6]=[CH:7][C:2]=2[CH:57]=1)([CH3:55])([CH3:54])[CH3:53]. The yield is 0.370. (2) The reactants are [Cl:1][C:2]1[CH:7]=[C:6]([CH2:8][C:9]2[C:14](=[O:15])[NH:13][C:12]([CH3:16])=[N:11][C:10]=2[CH2:17][CH2:18][CH3:19])[CH:5]=[CH:4][C:3]=1[C:20]1[C:21]([C:26]#[N:27])=[CH:22][CH:23]=[CH:24][CH:25]=1.[CH:28]([O:31][C:32]1[CH:37]=[CH:36][C:35](B(O)O)=[CH:34][CH:33]=1)([CH3:30])[CH3:29].C([N:43](CC)CC)C.N1C=CC=CC=1.[C:54]([O-:57])(=[O:56])C. The catalyst is ClCCl.C([O-])(=O)C.[Cu+2].C([O-])(=O)C. The product is [Cl:1][C:2]1[CH:7]=[C:6]([CH2:8][C:9]2[C:14](=[O:15])[N:13]([C:35]3[CH:36]=[CH:37][C:32]([O:31][CH:28]([CH3:30])[CH3:29])=[CH:33][CH:34]=3)[C:12]([CH3:16])=[N:11][C:10]=2[CH2:17][CH2:18][CH3:19])[CH:5]=[CH:4][C:3]=1[C:20]1[CH:25]=[CH:24][CH:23]=[CH:22][C:21]=1[C:26]1[NH:43][C:54](=[O:56])[O:57][N:27]=1. The yield is 0.780. (3) The reactants are C[O:2][C:3](=O)/[CH:4]=[CH:5]/[C:6]1[CH:11]=[CH:10][C:9]([CH2:12][N:13]2[CH2:17][CH2:16][CH2:15][C@H:14]2[CH2:18][C:19]2[C:27]3[C:22](=[CH:23][CH:24]=[CH:25][CH:26]=3)[NH:21][CH:20]=2)=[CH:8][CH:7]=1.[OH:29][NH2:30].C[O-].[Na+].Cl. The catalyst is CO. The product is [OH:29][NH:30][C:3](=[O:2])/[CH:4]=[CH:5]/[C:6]1[CH:7]=[CH:8][C:9]([CH2:12][N:13]2[CH2:17][CH2:16][CH2:15][C@H:14]2[CH2:18][C:19]2[C:27]3[C:22](=[CH:23][CH:24]=[CH:25][CH:26]=3)[NH:21][CH:20]=2)=[CH:10][CH:11]=1. The yield is 0.500. (4) The reactants are [H-].[Al+3].[Li+].[H-].[H-].[H-].C([O:9][C:10](=O)[CH:11]=[C:12]1[CH2:15][N:14]([CH:16]([C:23]2[CH:28]=[CH:27][CH:26]=[CH:25][CH:24]=2)[C:17]2[CH:22]=[CH:21][CH:20]=[CH:19][CH:18]=2)[CH2:13]1)C.O.[OH-].[Na+]. The catalyst is O1CCCC1. The product is [CH:16]([N:14]1[CH2:15][CH:12]([CH2:11][CH2:10][OH:9])[CH2:13]1)([C:23]1[CH:28]=[CH:27][CH:26]=[CH:25][CH:24]=1)[C:17]1[CH:18]=[CH:19][CH:20]=[CH:21][CH:22]=1. The yield is 0.760.